This data is from Reaction yield outcomes from USPTO patents with 853,638 reactions. The task is: Predict the reaction yield, written as a fraction of the theoretical maximum amount of product (1.0 means a 100% yield; for example, 0.34 means a 34% yield). (1) The reactants are Cl[C:2]1[C:7]([CH:8]=[O:9])=[C:6]([N:10]2[CH2:22][CH2:21][N:13]3[C:14]4[CH2:15][CH2:16][CH2:17][CH2:18][C:19]=4[CH:20]=[C:12]3[C:11]2=[O:23])[N:5]=[CH:4][CH:3]=1.C([C@H:26]1[CH2:31][N:30]([CH:32]2[CH2:35][O:34][CH2:33]2)[CH2:29][CH2:28][N:27]1[C:36]1[CH:37]=[CH:38][C:39]([NH:42][C:43]2[C:44](=[O:59])[N:45]([CH3:58])[CH:46]=[C:47](B3OC(C)(C)C(C)(C)O3)[CH:48]=2)=[N:40][CH:41]=1)C.[C:60]([O-])(=O)[CH3:61].[K+]. The catalyst is O.C1C=CC(P(C2C=CC=CC=2)[C-]2C=CC=C2)=CC=1.C1C=CC(P(C2C=CC=CC=2)[C-]2C=CC=C2)=CC=1.Cl[Pd]Cl.[Fe+2].C(#N)C. The product is [CH2:60]([C@H:26]1[CH2:31][N:30]([CH:32]2[CH2:33][O:34][CH2:35]2)[CH2:29][CH2:28][N:27]1[C:36]1[CH:37]=[CH:38][C:39]([NH:42][C:43]2[C:44](=[O:59])[N:45]([CH3:58])[CH:46]=[C:47]([C:2]3[C:7]([CH:8]=[O:9])=[C:6]([N:10]4[CH:22]=[CH:21][N:13]5[C:14]6[CH2:15][CH2:16][CH2:17][CH2:18][C:19]=6[CH:20]=[C:12]5[C:11]4=[O:23])[N:5]=[CH:4][CH:3]=3)[CH:48]=2)=[N:40][CH:41]=1)[CH3:61]. The yield is 0.460. (2) The reactants are Br[C:2]1[CH:23]=[CH:22][C:5]2[C:6]3[N:7]([CH:11]=[C:12]([C:14]4[N:18]([CH:19]([CH3:21])[CH3:20])[N:17]=[CH:16][N:15]=4)[N:13]=3)[CH2:8][CH2:9][O:10][C:4]=2[CH:3]=1.[C:24](=[O:31])([O:26][C:27]([CH3:30])([CH3:29])[CH3:28])[NH2:25].C(=O)([O-])[O-].[Cs+].[Cs+].C1(P(C2C=CC=CC=2)C2C3OC4C(=CC=CC=4P(C4C=CC=CC=4)C4C=CC=CC=4)C(C)(C)C=3C=CC=2)C=CC=CC=1. The catalyst is O1CCOCC1.C(Cl)Cl.C1C=CC(/C=C/C(/C=C/C2C=CC=CC=2)=O)=CC=1.C1C=CC(/C=C/C(/C=C/C2C=CC=CC=2)=O)=CC=1.C1C=CC(/C=C/C(/C=C/C2C=CC=CC=2)=O)=CC=1.[Pd].[Pd]. The product is [CH:19]([N:18]1[C:14]([C:12]2[N:13]=[C:6]3[C:5]4[CH:22]=[CH:23][C:2]([NH:25][C:24](=[O:31])[O:26][C:27]([CH3:30])([CH3:29])[CH3:28])=[CH:3][C:4]=4[O:10][CH2:9][CH2:8][N:7]3[CH:11]=2)=[N:15][CH:16]=[N:17]1)([CH3:21])[CH3:20]. The yield is 0.610. (3) The catalyst is CN(C=O)C. The reactants are [F:1][C:2]1[C:3]([O:32][CH2:33][O:34][CH2:35][CH2:36][Si:37]([CH3:40])([CH3:39])[CH3:38])=[CH:4][C:5]([CH2:27][C:28]([F:31])([F:30])[F:29])=[C:6]([C:8]2[N+:13]([O-])=[CH:12][C:11]3[C:15]([I:26])=[N:16][N:17]([CH2:18][O:19][CH2:20][CH2:21][Si:22]([CH3:25])([CH3:24])[CH3:23])[C:10]=3[CH:9]=2)[CH:7]=1.[Cl:41][C:42]1[CH:43]=[CH:44][C:45]([N:62]([CH3:67])[S:63]([CH3:66])(=[O:65])=[O:64])=[C:46]([CH:61]=1)[CH2:47][NH:48]C(=O)OC1C=CC([N+]([O-])=O)=CC=1.C(N(CC)CC)C. The product is [Cl:41][C:42]1[CH:43]=[CH:44][C:45]([N:62]([CH3:67])[S:63]([CH3:66])(=[O:65])=[O:64])=[C:46]([CH2:47][NH:48][C:12]2[C:11]3[C:15]([I:26])=[N:16][N:17]([CH2:18][O:19][CH2:20][CH2:21][Si:22]([CH3:24])([CH3:23])[CH3:25])[C:10]=3[CH:9]=[C:8]([C:6]3[CH:7]=[C:2]([F:1])[C:3]([O:32][CH2:33][O:34][CH2:35][CH2:36][Si:37]([CH3:39])([CH3:40])[CH3:38])=[CH:4][C:5]=3[CH2:27][C:28]([F:30])([F:31])[F:29])[N:13]=2)[CH:61]=1. The yield is 0.420. (4) The reactants are [CH3:1][S:2]([O:5][C@@H:6]([CH2:11][C:12]1[CH:17]=[CH:16][CH:15]=[CH:14][CH:13]=1)[C:7]([O:9]C)=[O:8])(=[O:4])=[O:3]. The catalyst is C1(C)C=CC=CC=1. The product is [CH3:1][S:2]([O:5][C@@H:6]([CH2:11][C:12]1[CH:17]=[CH:16][CH:15]=[CH:14][CH:13]=1)[C:7]([OH:9])=[O:8])(=[O:4])=[O:3]. The yield is 0.790. (5) The reactants are [NH2:1][C:2]1[N:7]=[CH:6][C:5]([C:8]2[CH:9]=[CH:10][C:11]3[O:17][CH2:16][CH2:15][N:14]([C:18](OC(C)(C)C)=[O:19])[CH2:13][C:12]=3[CH:25]=2)=[CH:4][C:3]=1[N+:26]([O-:28])=[O:27].CCN(C(C)C)C(C)C.[OH:38][C:39]1([C:50]([F:53])([F:52])[F:51])[CH2:45][CH:44]2[N:46](C(Cl)=O)[CH:41]([CH2:42][CH2:43]2)[CH2:40]1. The catalyst is C1COCC1.CN1C(=O)CCC1. The product is [NH2:1][C:2]1[N:7]=[CH:6][C:5]([C:8]2[CH:9]=[CH:10][C:11]3[O:17][CH2:16][CH2:15][N:14]([C:18]([N:46]4[CH:44]5[CH2:43][CH2:42][CH:41]4[CH2:40][C:39]([C:50]([F:51])([F:52])[F:53])([OH:38])[CH2:45]5)=[O:19])[CH2:13][C:12]=3[CH:25]=2)=[CH:4][C:3]=1[N+:26]([O-:28])=[O:27]. The yield is 0.690. (6) The reactants are C([O:4][CH2:5][C:6]1[C:7]([N:27]2[N:36]=[CH:35][C:34]3[C:29](=[C:30]([F:41])[CH:31]=[C:32]([C:37]([CH3:40])([CH3:39])[CH3:38])[CH:33]=3)[C:28]2=[O:42])=[N:8][CH:9]=[CH:10][C:11]=1[C:12]1[CH:17]=[C:16]([NH:18][C:19]2[CH:23]=[C:22]([CH3:24])[S:21][N:20]=2)[C:15](=[O:25])[N:14]([CH3:26])[CH:13]=1)(=O)C.[OH-].[Li+]. The catalyst is C1COCC1.C(O)(C)C.O. The product is [C:37]([C:32]1[CH:33]=[C:34]2[C:29](=[C:30]([F:41])[CH:31]=1)[C:28](=[O:42])[N:27]([C:7]1[C:6]([CH2:5][OH:4])=[C:11]([C:12]3[CH:17]=[C:16]([NH:18][C:19]4[CH:23]=[C:22]([CH3:24])[S:21][N:20]=4)[C:15](=[O:25])[N:14]([CH3:26])[CH:13]=3)[CH:10]=[CH:9][N:8]=1)[N:36]=[CH:35]2)([CH3:40])([CH3:38])[CH3:39]. The yield is 0.500.